Dataset: Reaction yield outcomes from USPTO patents with 853,638 reactions. Task: Predict the reaction yield, written as a fraction of the theoretical maximum amount of product (1.0 means a 100% yield; for example, 0.34 means a 34% yield). The reactants are [F:1][C:2]1[CH:7]=[CH:6][C:5]([F:8])=[CH:4][C:3]=1/[CH:9]=[CH:10]/[CH2:11][N:12]1[CH2:17][CH2:16][C@H:15]([CH2:18][CH2:19][CH2:20][N:21]2[C:26]3[CH:27]=[C:28]([O:31][CH3:32])[CH:29]=[CH:30][C:25]=3[O:24][CH2:23][C:22]2=[O:33])[C@H:14]([C:34]([O:36]C)=[O:35])[CH2:13]1.[OH-].[Na+]. The catalyst is CO. The product is [F:1][C:2]1[CH:7]=[CH:6][C:5]([F:8])=[CH:4][C:3]=1/[CH:9]=[CH:10]/[CH2:11][N:12]1[CH2:17][CH2:16][CH:15]([CH2:18][CH2:19][CH2:20][N:21]2[C:26]3[CH:27]=[C:28]([O:31][CH3:32])[CH:29]=[CH:30][C:25]=3[O:24][CH2:23][C:22]2=[O:33])[CH:14]([C:34]([OH:36])=[O:35])[CH2:13]1. The yield is 0.200.